Dataset: NCI-60 drug combinations with 297,098 pairs across 59 cell lines. Task: Regression. Given two drug SMILES strings and cell line genomic features, predict the synergy score measuring deviation from expected non-interaction effect. (1) Drug 2: C1=CN(C=N1)CC(O)(P(=O)(O)O)P(=O)(O)O. Synergy scores: CSS=6.26, Synergy_ZIP=3.79, Synergy_Bliss=8.75, Synergy_Loewe=2.69, Synergy_HSA=4.32. Cell line: U251. Drug 1: CC1CCC2CC(C(=CC=CC=CC(CC(C(=O)C(C(C(=CC(C(=O)CC(OC(=O)C3CCCCN3C(=O)C(=O)C1(O2)O)C(C)CC4CCC(C(C4)OC)O)C)C)O)OC)C)C)C)OC. (2) Drug 1: C1C(C(OC1N2C=C(C(=O)NC2=O)F)CO)O. Drug 2: CC=C1C(=O)NC(C(=O)OC2CC(=O)NC(C(=O)NC(CSSCCC=C2)C(=O)N1)C(C)C)C(C)C. Cell line: MDA-MB-435. Synergy scores: CSS=40.4, Synergy_ZIP=-0.313, Synergy_Bliss=-2.60, Synergy_Loewe=-13.5, Synergy_HSA=-3.95.